From a dataset of Reaction yield outcomes from USPTO patents with 853,638 reactions. Predict the reaction yield, written as a fraction of the theoretical maximum amount of product (1.0 means a 100% yield; for example, 0.34 means a 34% yield). (1) The product is [CH2:2]([C:6]1[CH:24]=[CH:23][C:9]([CH2:10][N:11]([CH2:12][CH2:13][C:14]2[CH:19]=[CH:18][C:17]([Cl:20])=[C:16]([CH2:21][CH3:22])[CH:15]=2)[C:29](=[O:30])[C:28]2[CH:32]=[C:33]([C:35]([F:36])([F:37])[F:38])[CH:34]=[C:26]([Cl:25])[C:27]=2[F:39])=[CH:8][CH:7]=1)[CH:3]([CH3:4])[CH3:5]. The reactants are Cl.[CH2:2]([C:6]1[CH:24]=[CH:23][C:9]([CH2:10][NH:11][CH2:12][CH2:13][C:14]2[CH:19]=[CH:18][C:17]([Cl:20])=[C:16]([CH2:21][CH3:22])[CH:15]=2)=[CH:8][CH:7]=1)[CH:3]([CH3:5])[CH3:4].[Cl:25][C:26]1[C:27]([F:39])=[C:28]([CH:32]=[C:33]([C:35]([F:38])([F:37])[F:36])[CH:34]=1)[C:29](O)=[O:30].CN(C(ON1N=NC2C=CC=CC1=2)=[N+](C)C)C.F[P-](F)(F)(F)(F)F.CCN(CC)CC. The catalyst is C1COCC1. The yield is 0.989. (2) The reactants are Cl.[CH2:2]([C@@H:9]1[CH2:20][N:19]2[C:11]([C:12]3[NH:13][C:14]([CH:26]4[CH2:30][CH2:29][CH2:28][CH2:27]4)=[N:15][C:16]=3[N:17]([CH2:22][C:23]([OH:25])=O)[C:18]2=[O:21])=[N:10]1)[C:3]1[CH:8]=[CH:7][CH:6]=[CH:5][CH:4]=1.[CH2:31](N)[CH2:32][CH3:33].Cl.C([N:38]=C=NCCCN(C)C)C. The catalyst is O.O1CCOCC1. The product is [CH2:2]([C@@H:9]1[CH2:20][N:19]2[C:11]([C:12]3[NH:13][C:14]([CH:26]4[CH2:30][CH2:29][CH2:28][CH2:27]4)=[N:15][C:16]=3[N:17]([CH:22]([CH2:31][CH2:32][CH3:33])[C:23]([NH2:38])=[O:25])[C:18]2=[O:21])=[N:10]1)[C:3]1[CH:8]=[CH:7][CH:6]=[CH:5][CH:4]=1. The yield is 0.450. (3) The reactants are C[O:2][C:3](=[O:29])[CH2:4][CH2:5][CH2:6][N:7]1C[CH2:11][CH2:10][CH2:9][C@@H:8]1[CH2:13][O:14][C:15]1[CH:20]=[CH:19][C:18]([CH2:21][C:22]2[CH:27]=[CH:26][C:25]([Cl:28])=[CH:24][CH:23]=2)=[CH:17][CH:16]=1.CO. The catalyst is O. The product is [Cl:28][C:25]1[CH:24]=[CH:23][C:22]([CH2:21][C:18]2[CH:17]=[CH:16][C:15]([O:14][CH2:13][C@H:8]3[CH2:9][CH2:10][CH2:11][N:7]3[CH2:6][CH2:5][CH2:4][C:3]([OH:2])=[O:29])=[CH:20][CH:19]=2)=[CH:27][CH:26]=1. The yield is 0.770. (4) The reactants are [CH2:1]([O:8][C:9]([NH:11][C@H:12]([C:19]1[CH:24]=[CH:23][CH:22]=[C:21]([NH:25][C:26]([O:28][CH2:29][CH2:30][C:31]2[CH:36]=[CH:35][C:34]([Br:37])=[CH:33][C:32]=2[CH3:38])=[O:27])[CH:20]=1)CC(OCC)=O)=[O:10])[C:2]1[CH:7]=[CH:6][CH:5]=[CH:4][CH:3]=1.N[C:40]1C=C(C=CC=1)CN(C)C(=O)OCC1C=CC=CC=1.BrC1C=CC(CCO)=C(C)C=1. No catalyst specified. The product is [CH2:1]([O:8][C:9]([N:11]([CH2:12][C:19]1[CH:20]=[C:21]([NH:25][C:26]([O:28][CH2:29][CH2:30][C:31]2[CH:36]=[CH:35][C:34]([Br:37])=[CH:33][C:32]=2[CH3:38])=[O:27])[CH:22]=[CH:23][CH:24]=1)[CH3:40])=[O:10])[C:2]1[CH:3]=[CH:4][CH:5]=[CH:6][CH:7]=1. The yield is 0.690. (5) The reactants are [F:1][C:2]([F:21])([F:20])[C:3]1[CH:8]=[CH:7][C:6]([CH:9]2[CH2:14][C:13](=[O:15])[NH:12][C:11]([CH3:16])=[C:10]2[C:17](O)=[O:18])=[CH:5][CH:4]=1.[NH2:22][C:23]1[CH:24]=[C:25]2[C:29](=[C:30]([CH3:32])[CH:31]=1)[NH:28][N:27]=[CH:26]2.C(Cl)CCl.CCN(CC)CC. The catalyst is CN(C=O)C.CCOC(C)=O.Cl. The product is [CH3:16][C:11]1[NH:12][C:13](=[O:15])[CH2:14][CH:9]([C:6]2[CH:5]=[CH:4][C:3]([C:2]([F:20])([F:21])[F:1])=[CH:8][CH:7]=2)[C:10]=1[C:17]([NH:22][C:23]1[CH:24]=[C:25]2[C:29](=[C:30]([CH3:32])[CH:31]=1)[NH:28][N:27]=[CH:26]2)=[O:18]. The yield is 0.360. (6) The product is [IH:14].[CH3:10][N:11]([CH2:13][C:3]1[C:4]2[C:9](=[N:8][CH:7]=[CH:6][CH:5]=2)[NH:1][CH:2]=1)[CH3:12]. The reactants are [NH:1]1[C:9]2[C:4](=[CH:5][CH:6]=[CH:7][N:8]=2)[CH:3]=[CH:2]1.[CH3:10][N+:11]([CH3:13])=[CH2:12].[I-:14]. The yield is 1.00. The catalyst is C(O)(=O)C. (7) The reactants are [Br:1][C:2]1[CH:3]=[C:4]2[CH:11]=[CH:10][N:9]([CH3:12])[C:5]2=[C:6](Cl)[N:7]=1.[CH3:13][O-:14].[Na+].CO. No catalyst specified. The product is [Br:1][C:2]1[CH:3]=[C:4]2[CH:11]=[CH:10][N:9]([CH3:12])[C:5]2=[C:6]([O:14][CH3:13])[N:7]=1. The yield is 0.970.